This data is from Forward reaction prediction with 1.9M reactions from USPTO patents (1976-2016). The task is: Predict the product of the given reaction. Given the reactants [F:1][C:2]1[CH:3]=[C:4]([NH:8][CH:9]([C:21]2[CH:26]=[CH:25][CH:24]=[CH:23][CH:22]=2)[C:10]([O:12][C@@H:13]2[CH:18]3[CH2:19][CH2:20][N:15]([CH2:16][CH2:17]3)[CH2:14]2)=[O:11])[CH:5]=[CH:6][CH:7]=1.[Cl:27][CH2:28][C:29]1[N:33]=[C:32]([C:34]2[S:35][CH:36]=[CH:37][N:38]=2)[O:31][N:30]=1, predict the reaction product. The product is: [Cl-:27].[F:1][C:2]1[CH:3]=[C:4]([NH:8][CH:9]([C:21]2[CH:22]=[CH:23][CH:24]=[CH:25][CH:26]=2)[C:10]([O:12][C@@H:13]2[CH:18]3[CH2:19][CH2:20][N+:15]([CH2:28][C:29]4[N:33]=[C:32]([C:34]5[S:35][CH:36]=[CH:37][N:38]=5)[O:31][N:30]=4)([CH2:16][CH2:17]3)[CH2:14]2)=[O:11])[CH:5]=[CH:6][CH:7]=1.